This data is from Peptide-MHC class I binding affinity with 185,985 pairs from IEDB/IMGT. The task is: Regression. Given a peptide amino acid sequence and an MHC pseudo amino acid sequence, predict their binding affinity value. This is MHC class I binding data. (1) The peptide sequence is EGHGAGGW. The MHC is Mamu-B52 with pseudo-sequence Mamu-B52. The binding affinity (normalized) is 0.479. (2) The peptide sequence is NRLPKRSVM. The MHC is HLA-B08:01 with pseudo-sequence HLA-B08:01. The binding affinity (normalized) is 0.163. (3) The MHC is Mamu-A01 with pseudo-sequence Mamu-A01. The binding affinity (normalized) is 0.332. The peptide sequence is HTTELIRL.